Dataset: Peptide-MHC class I binding affinity with 185,985 pairs from IEDB/IMGT. Task: Regression. Given a peptide amino acid sequence and an MHC pseudo amino acid sequence, predict their binding affinity value. This is MHC class I binding data. (1) The peptide sequence is GQMAWGYGF. The MHC is HLA-B48:01 with pseudo-sequence HLA-B48:01. The binding affinity (normalized) is 0.655. (2) The peptide sequence is RQLESRLGY. The MHC is HLA-B15:02 with pseudo-sequence HLA-B15:02. The binding affinity (normalized) is 0.599. (3) The peptide sequence is CSEVPQSGY. The MHC is HLA-A80:01 with pseudo-sequence HLA-A80:01. The binding affinity (normalized) is 0.0847.